Dataset: CYP1A2 inhibition data for predicting drug metabolism from PubChem BioAssay. Task: Regression/Classification. Given a drug SMILES string, predict its absorption, distribution, metabolism, or excretion properties. Task type varies by dataset: regression for continuous measurements (e.g., permeability, clearance, half-life) or binary classification for categorical outcomes (e.g., BBB penetration, CYP inhibition). Dataset: cyp1a2_veith. (1) The drug is COC(=O)[C@H](NC(=O)c1cc(-c2ccccc2)nc2ccccc12)c1ccccc1. The result is 1 (inhibitor). (2) The drug is CCCCCCC(=O)Nc1ccc(C(=O)N/N=C/c2cccnc2)cc1. The result is 0 (non-inhibitor). (3) The drug is CC(=O)N1CCC(=O)N(C(C)C)c2ccccc21. The result is 0 (non-inhibitor). (4) The molecule is O=C(c1ccccc1)[C@@H]1O[C@H]1c1ccc(-c2ccccc2)cc1. The result is 1 (inhibitor). (5) The molecule is Cc1noc(C)c1-c1ccc2ncnc(N(C)C)c2c1. The result is 1 (inhibitor). (6) The drug is Clc1ccccc1-c1nccc(-n2ccnc2)n1. The result is 1 (inhibitor).